Dataset: NCI-60 drug combinations with 297,098 pairs across 59 cell lines. Task: Regression. Given two drug SMILES strings and cell line genomic features, predict the synergy score measuring deviation from expected non-interaction effect. (1) Drug 1: C1=CC(=CC=C1CCC2=CNC3=C2C(=O)NC(=N3)N)C(=O)NC(CCC(=O)O)C(=O)O. Drug 2: C1=NC(=NC(=O)N1C2C(C(C(O2)CO)O)O)N. Cell line: U251. Synergy scores: CSS=42.4, Synergy_ZIP=3.05, Synergy_Bliss=4.17, Synergy_Loewe=-6.00, Synergy_HSA=4.61. (2) Drug 1: CC1=CC2C(CCC3(C2CCC3(C(=O)C)OC(=O)C)C)C4(C1=CC(=O)CC4)C. Drug 2: CC1=C(C=C(C=C1)C(=O)NC2=CC(=CC(=C2)C(F)(F)F)N3C=C(N=C3)C)NC4=NC=CC(=N4)C5=CN=CC=C5. Cell line: T-47D. Synergy scores: CSS=16.1, Synergy_ZIP=2.60, Synergy_Bliss=4.89, Synergy_Loewe=4.82, Synergy_HSA=4.95.